From a dataset of Forward reaction prediction with 1.9M reactions from USPTO patents (1976-2016). Predict the product of the given reaction. (1) Given the reactants O=[C:2]1[CH2:7][CH2:6][N:5]([C:8]([O:10][C:11]([CH3:14])([CH3:13])[CH3:12])=[O:9])[CH2:4][CH2:3]1.C(O[BH-](OC(=O)C)OC(=O)C)(=O)C.[Na+].[C:29]1([C@@H:35]2[CH2:37][C@H:36]2[NH2:38])[CH:34]=[CH:33][CH:32]=[CH:31][CH:30]=1, predict the reaction product. The product is: [C:29]1([C@@H:35]2[CH2:37][C@H:36]2[NH:38][CH:2]2[CH2:7][CH2:6][N:5]([C:8]([O:10][C:11]([CH3:14])([CH3:13])[CH3:12])=[O:9])[CH2:4][CH2:3]2)[CH:34]=[CH:33][CH:32]=[CH:31][CH:30]=1. (2) Given the reactants [CH:1]1([CH2:6][C:7]([OH:9])=O)[CH2:5][CH2:4][CH2:3][CH2:2]1.[NH2:10][C:11]1[CH:16]=[N:15][NH:14][C:13](=[O:17])[CH:12]=1.N1C=CC=CC=1.C(P1(=O)OP(CCC)(=O)OP(CCC)(=O)O1)CC.CN(C=O)C, predict the reaction product. The product is: [CH:1]1([CH2:6][C:7]([NH:10][C:11]2[CH:16]=[N:15][NH:14][C:13](=[O:17])[CH:12]=2)=[O:9])[CH2:2][CH2:3][CH2:4][CH2:5]1. (3) Given the reactants FC(F)(F)C(O)=O.[S:8]1[C:12]2[CH:13]=[CH:14][CH:15]=[CH:16][C:11]=2[N:10]=[C:9]1[S:17]([N:20]1[CH2:25][CH2:24][NH:23][CH2:22][C:21]1=[O:26])(=[O:19])=[O:18].[CH3:27][S:28][CH2:29][CH2:30][O:31][C:32]([NH:34][C:35]1[CH:40]=[CH:39][N:38]([CH2:41][C:42](O)=[O:43])[C:37](=[O:45])[N:36]=1)=[O:33], predict the reaction product. The product is: [S:8]1[C:12]2[CH:13]=[CH:14][CH:15]=[CH:16][C:11]=2[N:10]=[C:9]1[S:17]([N:20]1[CH2:25][CH2:24][N:23]([C:42](=[O:43])[CH2:41][N:38]2[CH:39]=[CH:40][C:35]([NH:34][C:32]([O:31][CH2:30][CH2:29][S:28][CH3:27])=[O:33])=[N:36][C:37]2=[O:45])[CH2:22][C:21]1=[O:26])(=[O:19])=[O:18]. (4) The product is: [NH2:24][C:22]1[CH:21]=[CH:20][C:5]([O:6][CH:7]2[CH2:12][CH2:11][N:10]([C:13]([O:15][C:16]([CH3:18])([CH3:19])[CH3:17])=[O:14])[CH2:9][CH2:8]2)=[C:4]([O:3][CH:2]([F:27])[F:1])[CH:23]=1. Given the reactants [F:1][CH:2]([F:27])[O:3][C:4]1[CH:23]=[C:22]([N+:24]([O-])=O)[CH:21]=[CH:20][C:5]=1[O:6][CH:7]1[CH2:12][CH2:11][N:10]([C:13]([O:15][C:16]([CH3:19])([CH3:18])[CH3:17])=[O:14])[CH2:9][CH2:8]1, predict the reaction product.